Task: Predict the reactants needed to synthesize the given product.. Dataset: Full USPTO retrosynthesis dataset with 1.9M reactions from patents (1976-2016) (1) Given the product [ClH:30].[F:23][C:17]1[CH:18]=[CH:19][C:20]([F:22])=[CH:21][C:16]=1[C:7]1[S:6][C@@:5]([CH2:4][CH2:3][CH2:2][NH:1][C:31](=[NH:35])[CH3:32])([C:24]2[CH:29]=[CH:28][CH:27]=[CH:26][CH:25]=2)[N:9]([C:10](=[O:15])[C@@H:11]([O:13][CH3:14])[CH3:12])[N:8]=1, predict the reactants needed to synthesize it. The reactants are: [NH2:1][CH2:2][CH2:3][CH2:4][C@:5]1([C:24]2[CH:29]=[CH:28][CH:27]=[CH:26][CH:25]=2)[N:9]([C:10](=[O:15])[C@@H:11]([O:13][CH3:14])[CH3:12])[N:8]=[C:7]([C:16]2[CH:21]=[C:20]([F:22])[CH:19]=[CH:18][C:17]=2[F:23])[S:6]1.[ClH:30].[C:31](=[NH:35])(OC)[CH3:32].C(N(CC)CC)C. (2) Given the product [F:1][C:2]1[CH:7]=[CH:6][CH:5]=[CH:4][C:3]=1[S:8]([NH:11][C:12]1[C:13]([C:25]([O:27][CH3:28])=[O:26])=[C:14]2[CH2:18][CH2:19][CH2:20][CH2:21][C:22](=[O:24])[C:15]2=[CH:16][CH:17]=1)(=[O:9])=[O:10], predict the reactants needed to synthesize it. The reactants are: [F:1][C:2]1[CH:7]=[CH:6][CH:5]=[CH:4][C:3]=1[S:8]([NH:11][C:12]1[C:13]([C:25]([O:27][CH3:28])=[O:26])=[C:14]([CH2:18][CH2:19][CH2:20][CH2:21][C:22]([OH:24])=O)[CH:15]=[CH:16][CH:17]=1)(=[O:10])=[O:9].FC(F)(F)C(OC(=O)C(F)(F)F)=O.[O-]S(C(F)(F)F)(=O)=O.[Ga+3].[O-]S(C(F)(F)F)(=O)=O.[O-]S(C(F)(F)F)(=O)=O. (3) Given the product [Cl:28][C:16]1[C:15]2[C:10](=[CH:11][C:12]([C:19]([F:22])([F:21])[F:20])=[CH:13][CH:14]=2)[N:9]=[C:8]([C:5]2[CH:6]=[CH:7][C:2]([Cl:1])=[CH:3][C:4]=2[S:23][CH2:24][CH3:25])[N:17]=1, predict the reactants needed to synthesize it. The reactants are: [Cl:1][C:2]1[CH:7]=[CH:6][C:5]([C:8]2[NH:17][C:16](=O)[C:15]3[C:10](=[CH:11][C:12]([C:19]([F:22])([F:21])[F:20])=[CH:13][CH:14]=3)[N:9]=2)=[C:4]([S:23][CH2:24][CH3:25])[CH:3]=1.P(Cl)(Cl)([Cl:28])=O.C(N(CC)C(C)C)(C)C.C(=O)(O)[O-].[Na+]. (4) Given the product [CH3:31][S:32]([O:1][CH2:2][C@H:3]1[CH2:14][CH2:13][C:12]2[S:11][C:10]3[N:9]=[CH:8][N:7]=[C:6]([O:15][CH:16]4[CH2:17][CH2:18][C:19]([NH:23][C:24](=[O:30])[O:25][C:26]([CH3:29])([CH3:28])[CH3:27])([CH3:22])[CH2:20][CH2:21]4)[C:5]=3[C:4]1=2)(=[O:34])=[O:33], predict the reactants needed to synthesize it. The reactants are: [OH:1][CH2:2][C@H:3]1[CH2:14][CH2:13][C:12]2[S:11][C:10]3[N:9]=[CH:8][N:7]=[C:6]([O:15][CH:16]4[CH2:21][CH2:20][C:19]([NH:23][C:24](=[O:30])[O:25][C:26]([CH3:29])([CH3:28])[CH3:27])([CH3:22])[CH2:18][CH2:17]4)[C:5]=3[C:4]1=2.[CH3:31][S:32](Cl)(=[O:34])=[O:33].C(N(CC)CC)C. (5) The reactants are: Br[C:2]1[CH:3]=[C:4]([O:8][C:9]2[CH:14]=[C:13]([CH3:15])[N:12]=[C:11]([C:16]([O:18][CH3:19])=[O:17])[CH:10]=2)[CH:5]=[N:6][CH:7]=1.[CH3:20][N:21](C=O)C. Given the product [C:20]([C:2]1[CH:3]=[C:4]([O:8][C:9]2[CH:14]=[C:13]([CH3:15])[N:12]=[C:11]([C:16]([O:18][CH3:19])=[O:17])[CH:10]=2)[CH:5]=[N:6][CH:7]=1)#[N:21], predict the reactants needed to synthesize it. (6) Given the product [O:13]1[CH:14]=[CH:15][CH:16]=[C:12]1[C:10]1[N:9]=[C:7]([NH:6][CH2:17][CH2:18][C:19]2[S:20][CH:21]=[CH:22][CH:23]=2)[S:8][C:40]=1[C:41]([C:43]1[CH:48]=[CH:47][CH:46]=[CH:45][CH:44]=1)=[O:42], predict the reactants needed to synthesize it. The reactants are: COC1C=C(OC)C=CC=1C[N:6]([CH2:17][CH2:18][C:19]1[S:20][CH:21]=[CH:22][CH:23]=1)[C:7]([NH:9][C:10]([C:12]1[O:13][CH:14]=[CH:15][CH:16]=1)=O)=[S:8].CC(O)=O.CN(C=O)C.Br[CH2:40][C:41]([C:43]1[CH:48]=[CH:47][CH:46]=[CH:45][CH:44]=1)=[O:42]. (7) The reactants are: C[C:2]1[CH:7]=[CH:6][C:5]2[NH:8][C:9]3[C:14]([C:15](=[O:16])[C:4]=2[CH:3]=1)=[CH:13][C:12]1[NH:17][C:18]2[CH:25]=[CH:24][C:23](C)=[CH:22][C:19]=2[C:20](=[O:21])[C:11]=1[CH:10]=3.C(O)C(C)C. Given the product [CH:23]1[CH:22]=[C:19]2[C:20]([C:11]3[C:12]([NH:17][C:18]2=[CH:25][CH:24]=1)=[CH:13][C:14]1[C:15]([C:4]2[C:5]([NH:8][C:9]=1[CH:10]=3)=[CH:6][CH:7]=[CH:2][CH:3]=2)=[O:16])=[O:21], predict the reactants needed to synthesize it. (8) Given the product [C:1]([C:15]1[CH:16]=[C:17]2[C:12](=[CH:13][CH:14]=1)[CH2:11][CH:10]([NH:18][C:19](=[O:24])[C:20]([F:21])([F:23])[F:22])[CH2:9]2)(=[O:3])[CH3:2], predict the reactants needed to synthesize it. The reactants are: [C:1](Cl)(=[O:3])[CH3:2].[Cl-].[Al+3].[Cl-].[Cl-].[CH2:9]1[C:17]2[C:12](=[CH:13][CH:14]=[CH:15][CH:16]=2)[CH2:11][CH:10]1[NH:18][C:19](=[O:24])[C:20]([F:23])([F:22])[F:21].Cl.C(OC(C)C)(=O)C.